This data is from Full USPTO retrosynthesis dataset with 1.9M reactions from patents (1976-2016). The task is: Predict the reactants needed to synthesize the given product. (1) Given the product [NH2:1][C:2]1[CH:7]=[C:6]([Cl:8])[CH:5]=[CH:4][C:3]=1[S:9][CH2:11][C:12]1[CH:13]=[C:14]([CH:19]=[CH:20][CH:21]=1)[C:15]([O:17][CH3:18])=[O:16], predict the reactants needed to synthesize it. The reactants are: [NH2:1][C:2]1[CH:7]=[C:6]([Cl:8])[CH:5]=[CH:4][C:3]=1[SH:9].Br[CH2:11][C:12]1[CH:13]=[C:14]([CH:19]=[CH:20][CH:21]=1)[C:15]([O:17][CH3:18])=[O:16].C([O-])([O-])=O.[K+].[K+]. (2) Given the product [CH3:8][O:9][CH2:10][O:6][CH2:3][C:4]#[C:5][C:16]([OH:18])=[O:17], predict the reactants needed to synthesize it. The reactants are: [H-].[Na+].[CH2:3]([OH:6])[C:4]#[CH:5].Cl[CH2:8][O:9][CH3:10].C([Li])CCC.[C:16](=[O:18])=[O:17].Cl. (3) Given the product [NH:4]1[CH2:3][CH:2]([O:1][C:24]2[CH:23]=[CH:22][C:21]([O:20][C:16]([CH3:19])([CH3:18])[CH3:17])=[N:26][CH:25]=2)[CH2:5]1, predict the reactants needed to synthesize it. The reactants are: [OH:1][CH:2]1[CH2:5][N:4](C(OCC2C=CC=CC=2)=O)[CH2:3]1.[C:16]([O:20][C:21]1[N:26]=[CH:25][C:24](O)=[CH:23][CH:22]=1)([CH3:19])([CH3:18])[CH3:17].C1(P(C2C=CC=CC=2)C2C=CC=CC=2)C=CC=CC=1.CC(OC(/N=N/C(OC(C)C)=O)=O)C.C1(C)C=CC=CC=1. (4) Given the product [C:18]([N:25]1[CH2:26][CH2:27][N:28]([C:6]2[N:7]=[C:2]([Cl:1])[N:3]=[N:4][CH:5]=2)[CH2:29][CH2:30]1)([O:20][C:21]([CH3:24])([CH3:23])[CH3:22])=[O:19], predict the reactants needed to synthesize it. The reactants are: [Cl:1][C:2]1[N:3]=[N:4][CH:5]=[C:6](Cl)[N:7]=1.C(N(C(C)C)CC)(C)C.[C:18]([N:25]1[CH2:30][CH2:29][NH:28][CH2:27][CH2:26]1)([O:20][C:21]([CH3:24])([CH3:23])[CH3:22])=[O:19].C(OCC)(=O)C.